Dataset: Forward reaction prediction with 1.9M reactions from USPTO patents (1976-2016). Task: Predict the product of the given reaction. (1) The product is: [F:1][C:2]1[CH:10]=[C:9]2[C:5]([C:6]3([CH2:15][O:14][C:13]4[CH:16]=[C:17]5[C:21](=[CH:22][C:12]3=4)[CH2:20][CH2:19][O:18]5)[C:7](=[O:11])[N:8]2[CH2:32][C@H:31]2[CH2:30][CH2:35][CH2:34][O:33]2)=[CH:4][CH:3]=1. Given the reactants [F:1][C:2]1[CH:10]=[C:9]2[C:5]([C:6]3([CH2:15][O:14][C:13]4[CH:16]=[C:17]5[C:21](=[CH:22][C:12]3=4)[CH2:20][CH2:19][O:18]5)[C:7](=[O:11])[NH:8]2)=[CH:4][CH:3]=1.CC1C2C=[C:30]3[C:35]4(C5C(=CC=CC=5)NC4=O)[CH2:34][O:33][C:31]3=[CH:32]C=2ON=1.CC1C=CC(S(OC[C@H]2CCCO2)(=O)=O)=CC=1.BrCC1OC(C(F)(F)F)=CC=1, predict the reaction product. (2) Given the reactants [NH2:1][C:2]([NH2:4])=[S:3].Br[CH2:6][C:7]([CH:9]1[CH2:22][C:21]2[C:20]3[C:15](=[CH:16][CH:17]=[C:18]([O:23][CH3:24])[CH:19]=3)[N:14]=[CH:13][C:12]=2[O:11][CH2:10]1)=O.N, predict the reaction product. The product is: [CH3:24][O:23][C:18]1[CH:19]=[C:20]2[C:15](=[CH:16][CH:17]=1)[N:14]=[CH:13][C:12]1[O:11][CH2:10][CH:9]([C:7]3[N:1]=[C:2]([NH2:4])[S:3][CH:6]=3)[CH2:22][C:21]2=1. (3) Given the reactants [CH3:1][N:2]1[C:10]2[C:5](=[CH:6][C:7]([S:11]([NH:14][C:15]3[CH:20]=[C:19]([O:21][CH3:22])[C:18]([O:23][CH3:24])=[C:17]([O:25][CH3:26])[CH:16]=3)(=[O:13])=[O:12])=[CH:8][CH:9]=2)[CH:4]=[CH:3]1.Cl.[CH3:28][N:29]([CH2:31][C:32](Cl)=[O:33])[CH3:30].C(N(C(C)C)CC)(C)C, predict the reaction product. The product is: [CH3:28][N:29]([CH2:31][C:32]([N:14]([C:15]1[CH:16]=[C:17]([O:25][CH3:26])[C:18]([O:23][CH3:24])=[C:19]([O:21][CH3:22])[CH:20]=1)[S:11]([C:7]1[CH:6]=[C:5]2[C:10](=[CH:9][CH:8]=1)[N:2]([CH3:1])[CH:3]=[CH:4]2)(=[O:13])=[O:12])=[O:33])[CH3:30]. (4) Given the reactants [F:1][C:2]1[CH:36]=[C:35]([NH:37][C:38]([NH2:40])=[O:39])[CH:34]=[CH:33][C:3]=1[O:4][C:5]1[CH:10]=[CH:9][N:8]=[C:7]2[CH:11]=[C:12]([C:14]3[N:19]=[CH:18][C:17]([CH2:20][N:21]([CH2:29][CH2:30][O:31][CH3:32])C(=O)OC(C)(C)C)=[CH:16][CH:15]=3)[S:13][C:6]=12.C(O)(C(F)(F)F)=O, predict the reaction product. The product is: [F:1][C:2]1[CH:36]=[C:35]([NH:37][C:38]([NH2:40])=[O:39])[CH:34]=[CH:33][C:3]=1[O:4][C:5]1[CH:10]=[CH:9][N:8]=[C:7]2[CH:11]=[C:12]([C:14]3[CH:15]=[CH:16][C:17]([CH2:20][NH:21][CH2:29][CH2:30][O:31][CH3:32])=[CH:18][N:19]=3)[S:13][C:6]=12.